This data is from Reaction yield outcomes from USPTO patents with 853,638 reactions. The task is: Predict the reaction yield, written as a fraction of the theoretical maximum amount of product (1.0 means a 100% yield; for example, 0.34 means a 34% yield). The reactants are COC1C=C(OC)C=CC=1C[NH:6][C:7]1[CH:16]=[N:15][C:14]2[C:9](=[CH:10][CH:11]=[C:12]([CH3:17])[CH:13]=2)[N:8]=1.[C:24]([OH:30])([C:26]([F:29])([F:28])[F:27])=[O:25]. The catalyst is C(Cl)Cl. The product is [F:27][C:26]([F:29])([F:28])[C:24]([OH:30])=[O:25].[CH3:17][C:12]1[CH:13]=[C:14]2[C:9](=[CH:10][CH:11]=1)[N:8]=[C:7]([NH2:6])[CH:16]=[N:15]2. The yield is 0.860.